Dataset: Forward reaction prediction with 1.9M reactions from USPTO patents (1976-2016). Task: Predict the product of the given reaction. (1) Given the reactants [CH:1]([C:4]1[CH:12]=[CH:11][C:10]2[NH:9][C:8]3[CH2:13][CH2:14][N:15]([CH3:17])[CH2:16][C:7]=3[C:6]=2[CH:5]=1)([CH3:3])[CH3:2].[OH-].[K+].[F:20][C:21]([F:31])([F:30])[C:22]1[CH:27]=[CH:26][C:25]([CH:28]=[CH2:29])=[CH:24][N:23]=1, predict the reaction product. The product is: [CH:1]([C:4]1[CH:12]=[CH:11][C:10]2[N:9]([CH2:29][CH2:28][C:25]3[CH:24]=[N:23][C:22]([C:21]([F:31])([F:20])[F:30])=[CH:27][CH:26]=3)[C:8]3[CH2:13][CH2:14][N:15]([CH3:17])[CH2:16][C:7]=3[C:6]=2[CH:5]=1)([CH3:3])[CH3:2]. (2) Given the reactants Cl[C:2]1[CH:11]=[CH:10][C:9]2[C:4](=[CH:5][CH:6]=[C:7]([N+:12]([O-:14])=[O:13])[CH:8]=2)[N:3]=1.[NH:15]1[CH2:20][CH2:19][CH2:18][CH2:17][CH2:16]1, predict the reaction product. The product is: [N+:12]([C:7]1[CH:8]=[C:9]2[C:4](=[CH:5][CH:6]=1)[N:3]=[C:2]([N:15]1[CH2:20][CH2:19][CH2:18][CH2:17][CH2:16]1)[CH:11]=[CH:10]2)([O-:14])=[O:13]. (3) Given the reactants [CH:1]([C:3]1[CH:18]=[CH:17][C:6]([O:7][C:8]2[N:9]=[CH:10][C:11]([C:14]([NH2:16])=[O:15])=[N:12][CH:13]=2)=[C:5]([O:19][CH3:20])[CH:4]=1)=O.[F:21][C:22]1[CH:30]=[CH:29][C:25]([CH2:26][CH2:27][NH2:28])=[CH:24][CH:23]=1.[BH4-].[Na+], predict the reaction product. The product is: [F:21][C:22]1[CH:30]=[CH:29][C:25]([CH2:26][CH2:27][NH:28][CH2:1][C:3]2[CH:18]=[CH:17][C:6]([O:7][C:8]3[N:9]=[CH:10][C:11]([C:14]([NH2:16])=[O:15])=[N:12][CH:13]=3)=[C:5]([O:19][CH3:20])[CH:4]=2)=[CH:24][CH:23]=1. (4) Given the reactants Br[C:2]1[CH:3]=[C:4]([NH:13][CH2:14][C:15]2[C:20]([CH3:21])=[CH:19][CH:18]=[CH:17][C:16]=2[CH3:22])[C:5]2[N:6]([C:8]([CH3:12])=[C:9]([CH3:11])[N:10]=2)[CH:7]=1.[CH3:23][O:24][C:25]1[N:30]=[CH:29][C:28](B(O)O)=[CH:27][CH:26]=1.C(=O)([O-])[O-].[Na+].[Na+], predict the reaction product. The product is: [CH3:22][C:16]1[CH:17]=[CH:18][CH:19]=[C:20]([CH3:21])[C:15]=1[CH2:14][NH:13][C:4]1[C:5]2[N:6]([C:8]([CH3:12])=[C:9]([CH3:11])[N:10]=2)[CH:7]=[C:2]([C:28]2[CH:29]=[N:30][C:25]([O:24][CH3:23])=[CH:26][CH:27]=2)[CH:3]=1. (5) Given the reactants [CH2:1]([O:8][C:9]([N:11]1[CH2:15][CH2:14][C@@H:13]([CH2:16][OH:17])[CH2:12]1)=[O:10])[C:2]1[CH:7]=[CH:6][CH:5]=[CH:4][CH:3]=1.[OH:18]S(O)(=O)=O.O.CO, predict the reaction product. The product is: [CH2:1]([O:8][C:9]([N:11]1[CH2:15][CH2:14][C@@H:13]([C:16]([OH:18])=[O:17])[CH2:12]1)=[O:10])[C:2]1[CH:7]=[CH:6][CH:5]=[CH:4][CH:3]=1. (6) Given the reactants [C:1]([NH:4][C@H:5]([CH2:10][O:11][CH2:12][C:13]#[CH:14])[C:6]([O:8]C)=[O:7])(=[O:3])[CH3:2].[Li+].[OH-], predict the reaction product. The product is: [C:1]([NH:4][C@H:5]([CH2:10][O:11][CH2:12][C:13]#[CH:14])[C:6]([OH:8])=[O:7])(=[O:3])[CH3:2].